Dataset: Cav3 T-type calcium channel HTS with 100,875 compounds. Task: Binary Classification. Given a drug SMILES string, predict its activity (active/inactive) in a high-throughput screening assay against a specified biological target. (1) The drug is Clc1ccc(OCC(=O)NCc2oc(SCC(=O)NCCc3ccccc3)nn2)cc1. The result is 0 (inactive). (2) The molecule is S(=O)(=O)(N1CCN(CC1)C(=O)N(C)C)c1cc(c(cc1)C)C. The result is 0 (inactive). (3) The compound is S(CC(=O)Nc1c2c3c(CCc3ccc2)cc1)c1n(c(nn1)C)C. The result is 0 (inactive). (4) The drug is S(=O)(=O)(N1CCOCC1)c1ccc(cc1)C(=O)NCc1[nH]c2c(n1)cccc2. The result is 0 (inactive). (5) The compound is S(=O)(=O)(N1CCC(CC1)C(=O)N1C(CCC1)C(=O)NCc1occc1)c1ccc(cc1)C. The result is 0 (inactive). (6) The molecule is Clc1ccc(SC(C(=O)NCCCCC)C)cc1. The result is 0 (inactive).